Dataset: Full USPTO retrosynthesis dataset with 1.9M reactions from patents (1976-2016). Task: Predict the reactants needed to synthesize the given product. (1) Given the product [O:25]([CH2:22][C:16]12[CH2:15][CH2:20][N:19]([CH2:18][CH2:17]1)[CH2:29][CH2:28]2)[C:2]1[CH:7]=[CH:6][CH:5]=[CH:4][CH:3]=1, predict the reactants needed to synthesize it. The reactants are: I[C:2]1[CH:7]=[CH:6][CH:5]=[CH:4][CH:3]=1.[N:19]1[C:20]2[C:15](=CC=[C:15]3[C:20]=2[N:19]=[CH:18][CH:17]=[CH:16]3)[CH:16]=[CH:17][CH:18]=1.[C:22]([O-:25])([O-])=O.[Cs+].[Cs+].[C:28]1(C)C=CC=C[CH:29]=1. (2) Given the product [ClH:15].[CH3:1][O:2][C:3]1[CH:4]=[C:5]([CH:8]=[C:9]([O:13][CH3:14])[C:10]=1[O:11][CH3:12])[CH2:6][C:21]1[C:30]2[C:25](=[CH:26][C:27]([O:31][CH2:32][CH3:33])=[CH:28][CH:29]=2)[CH:24]=[N:23][CH:22]=1, predict the reactants needed to synthesize it. The reactants are: [CH3:1][O:2][C:3]1[CH:4]=[C:5]([CH:8]=[C:9]([O:13][CH3:14])[C:10]=1[O:11][CH3:12])[CH:6]=O.[ClH:15].CO.C(O[CH:21](OCC)[CH2:22][NH:23][CH2:24][C:25]1[CH:30]=[CH:29][CH:28]=[C:27]([O:31][CH2:32][CH3:33])[CH:26]=1)C.